From a dataset of Reaction yield outcomes from USPTO patents with 853,638 reactions. Predict the reaction yield, written as a fraction of the theoretical maximum amount of product (1.0 means a 100% yield; for example, 0.34 means a 34% yield). (1) The reactants are [NH:1]1[C:9]2[C:4](=[CH:5][C:6]([CH2:10]O)=[CH:7][CH:8]=2)[CH:3]=[N:2]1.[BrH:12]. No catalyst specified. The product is [BrH:12].[Br:12][CH2:10][C:6]1[CH:5]=[C:4]2[C:9](=[CH:8][CH:7]=1)[NH:1][N:2]=[CH:3]2. The yield is 0.790. (2) The reactants are [C:1]([Cl:4])(=O)C.[NH2:5][C:6]1[CH:7]=[C:8]([CH:12]=[CH:13][C:14]=1[OH:15])[C:9]([OH:11])=[O:10]. The catalyst is CO. The product is [ClH:4].[CH3:1][O:10][C:9](=[O:11])[C:8]1[CH:12]=[CH:13][C:14]([OH:15])=[C:6]([NH2:5])[CH:7]=1. The yield is 0.830. (3) The reactants are [CH3:1][O:2][CH2:3][CH2:4][CH2:5][C:6]([NH:8][NH:9][C:10](=[O:23])[C:11]1[CH:16]=[CH:15][C:14]([C:17]2[CH:22]=[CH:21][CH:20]=[CH:19][CH:18]=2)=[N:13][CH:12]=1)=O. The catalyst is P(Cl)(Cl)(Cl)=O. The product is [CH3:1][O:2][CH2:3][CH2:4][CH2:5][C:6]1[O:23][C:10]([C:11]2[CH:16]=[CH:15][C:14]([C:17]3[CH:18]=[CH:19][CH:20]=[CH:21][CH:22]=3)=[N:13][CH:12]=2)=[N:9][N:8]=1. The yield is 0.650. (4) The reactants are C(O[C:6]([N:8](C)[CH2:9][CH2:10][N:11]([CH3:26])[CH2:12][CH2:13][O:14][C:15]1[CH:16]=[C:17]([CH2:21][C:22]([O:24][CH3:25])=[O:23])[CH:18]=[CH:19][CH:20]=1)=O)(C)(C)C.Cl.O1CCOCC1. The catalyst is CO. The product is [CH3:25][O:24][C:22](=[O:23])[CH2:21][C:17]1[CH:18]=[CH:19][CH:20]=[C:15]([O:14][CH2:13][CH2:12][N:11]([CH3:26])[CH2:10][CH2:9][NH:8][CH3:6])[CH:16]=1. The yield is 0.890.